Dataset: Full USPTO retrosynthesis dataset with 1.9M reactions from patents (1976-2016). Task: Predict the reactants needed to synthesize the given product. (1) Given the product [CH3:2][O:3][C:4](=[NH:11])[C:5]1[CH:10]=[CH:9][CH:8]=[CH:7][CH:6]=1, predict the reactants needed to synthesize it. The reactants are: Cl.[CH3:2][O:3][C:4](=[NH:11])[C:5]1[CH:10]=[CH:9][CH:8]=[CH:7][CH:6]=1.C(=O)([O-])[O-].[Na+].[Na+]. (2) The reactants are: ClC(Cl)(Cl)C(=N)O[CH:5]([C:7]1[CH:8]=[C:9]([Br:24])[CH:10]=[C:11]2[C:15]=1[N:14]([CH2:16][O:17][CH2:18][CH2:19][Si:20]([CH3:23])([CH3:22])[CH3:21])[N:13]=[CH:12]2)[CH3:6].[F:28][C:29]1[CH:34]=[CH:33][C:32]([C:35]2([CH2:48][OH:49])[CH2:40][CH2:39][N:38]([C:41]([O:43][C:44]([CH3:47])([CH3:46])[CH3:45])=[O:42])[CH2:37][CH2:36]2)=[CH:31][CH:30]=1.C1CCCCC1. Given the product [Br:24][C:9]1[CH:10]=[C:11]2[C:15](=[C:7]([CH:5]([O:49][CH2:48][C:35]3([C:32]4[CH:31]=[CH:30][C:29]([F:28])=[CH:34][CH:33]=4)[CH2:36][CH2:37][N:38]([C:41]([O:43][C:44]([CH3:45])([CH3:46])[CH3:47])=[O:42])[CH2:39][CH2:40]3)[CH3:6])[CH:8]=1)[N:14]([CH2:16][O:17][CH2:18][CH2:19][Si:20]([CH3:22])([CH3:21])[CH3:23])[N:13]=[CH:12]2, predict the reactants needed to synthesize it. (3) Given the product [F:16][C:13]([F:14])([F:15])[C:10]1[CH:11]=[CH:12][C:7]2[O:6][CH2:5][CH:4]3[CH2:17][N:18]([C:21]([O:23][C:24]([CH3:26])([CH3:27])[CH3:25])=[O:22])[CH2:19][CH2:20][N:3]3[CH2:2][C:8]=2[CH:9]=1, predict the reactants needed to synthesize it. The reactants are: O=[C:2]1[C:8]2[CH:9]=[C:10]([C:13]([F:16])([F:15])[F:14])[CH:11]=[CH:12][C:7]=2[O:6][CH2:5][CH:4]2[CH2:17][N:18]([C:21]([O:23][C:24]([CH3:27])([CH3:26])[CH3:25])=[O:22])[CH2:19][CH2:20][N:3]12.B.O1CCCC1.CO.[OH-].[Na+].